Predict the reactants needed to synthesize the given product. From a dataset of Full USPTO retrosynthesis dataset with 1.9M reactions from patents (1976-2016). (1) Given the product [N:1]1[CH:6]=[CH:5][CH:4]=[C:3]([N:7]2[C:8]3[CH:13]=[CH:12][CH:11]=[CH:10][C:9]=3[N:14]=[C:15]2/[CH:16]=[CH:17]/[C:18]2[CH:23]=[CH:22][CH:21]=[CH:20][CH:19]=2)[CH:2]=1, predict the reactants needed to synthesize it. The reactants are: [N:1]1[CH:6]=[CH:5][CH:4]=[C:3]([NH:7][C:8]2[CH:13]=[CH:12][CH:11]=[CH:10][C:9]=2[NH2:14])[CH:2]=1.[C:15](Cl)(=O)/[CH:16]=[CH:17]/[C:18]1[CH:23]=[CH:22][CH:21]=[CH:20][CH:19]=1. (2) Given the product [CH3:19][N:20]1[CH2:25][CH2:24][N:23]([C:2]2[CH:3]=[CH:4][C:5]3[N:9]=[CH:8][N:7]([CH2:10][O:11][CH2:12][CH2:13][Si:14]([CH3:17])([CH3:16])[CH3:15])[C:6]=3[CH:18]=2)[CH2:22][CH2:21]1, predict the reactants needed to synthesize it. The reactants are: Br[C:2]1[CH:3]=[CH:4][C:5]2[N:9]=[CH:8][N:7]([CH2:10][O:11][CH2:12][CH2:13][Si:14]([CH3:17])([CH3:16])[CH3:15])[C:6]=2[CH:18]=1.[CH3:19][N:20]1[CH2:25][CH2:24][NH:23][CH2:22][CH2:21]1.CC([O-])(C)C.[Na+]. (3) Given the product [CH3:44][C:29]1[CH:28]=[C:27]([C:24]2[CH:25]=[CH:26][C:21]([O:20][CH2:49][CH:50]([CH3:52])[CH3:51])=[C:22]([C:45]([OH:47])=[O:46])[CH:23]=2)[CH:32]=[C:31]([NH:33][C:34]2[N:39]=[C:38]([C:40]([F:42])([F:41])[F:43])[CH:37]=[CH:36][N:35]=2)[CH:30]=1, predict the reactants needed to synthesize it. The reactants are: C1(P(C2C=CC=CC=2)C2C=CC=CC=2)C=CC=CC=1.[OH:20][C:21]1[CH:26]=[CH:25][C:24]([C:27]2[CH:32]=[C:31]([NH:33][C:34]3[N:39]=[C:38]([C:40]([F:43])([F:42])[F:41])[CH:37]=[CH:36][N:35]=3)[CH:30]=[C:29]([CH3:44])[CH:28]=2)=[CH:23][C:22]=1[C:45]([O:47]C)=[O:46].[CH3:49][C:50](OC(/N=N/C(O[C:50]([CH3:52])([CH3:51])[CH3:49])=O)=O)([CH3:52])[CH3:51].CC(C)CO.[OH-].[Na+]. (4) The reactants are: COC1C2C(=CC=C([C:13]([OH:15])=[O:14])C=2)C=CN=1.Br[C:17]1[CH:18]=[C:19]2[C:24](=[CH:25][CH:26]=1)[CH:23]=[N:22][C:21]([NH2:27])=[CH:20]2. Given the product [NH2:27][C:21]1[N:22]=[CH:23][C:24]2[C:19]([CH:20]=1)=[CH:18][C:17]([C:13]([OH:15])=[O:14])=[CH:26][CH:25]=2, predict the reactants needed to synthesize it. (5) Given the product [Br:60][C:57]1[CH:58]=[CH:59][C:54]([N:53]([CH2:46][C:47]2[CH:48]=[CH:49][CH:50]=[CH:51][C:52]=2[Cl:22])[CH2:72][CH2:73][C:74]([F:77])([F:76])[F:75])=[C:55]([NH:61][C:62]([NH:64][C:65]2[CH:66]=[CH:67][C:68]([CH3:71])=[CH:69][CH:70]=2)=[O:63])[CH:56]=1, predict the reactants needed to synthesize it. The reactants are: BrC1C=C(N)C(N(CC2C=CC([Cl:22])=CC=2)CCC(F)(F)F)=CC=1.C(N(CCC(F)(F)F)C1C(N)=CC(Br)=CC=1)C1C=CC=CC=1.[CH2:46]([N:53]([CH2:72][CH2:73][C:74]([F:77])([F:76])[F:75])[C:54]1[CH:59]=[CH:58][C:57]([Br:60])=[CH:56][C:55]=1[NH:61][C:62]([NH:64][C:65]1[CH:70]=[CH:69][C:68]([CH3:71])=[CH:67][CH:66]=1)=[O:63])[C:47]1[CH:52]=[CH:51][CH:50]=[CH:49][CH:48]=1. (6) Given the product [Cl:11][C:12]1[CH:17]=[C:16]([Cl:18])[CH:15]=[CH:14][C:13]=1[CH2:19][C:20]([C:28]1[CH:33]=[CH:34][C:25]([O:24][CH3:23])=[CH:26][CH:27]=1)=[O:22], predict the reactants needed to synthesize it. The reactants are: C[Si]([N-][Si](C)(C)C)(C)C.[Na+].[Cl:11][C:12]1[CH:17]=[C:16]([Cl:18])[CH:15]=[CH:14][C:13]=1[CH2:19][C:20]([OH:22])=O.[CH3:23][O:24][C:25]1[CH:34]=[CH:33][C:28](C(OC)=O)=[CH:27][CH:26]=1.Cl. (7) The reactants are: C1(C)C=CC=CC=1.Br[C:9]1[CH:21]=[CH:20][C:12]([C:13]([O:15][C:16]([CH3:19])([CH3:18])[CH3:17])=[O:14])=[C:11]([NH:22][C:23]2[CH:28]=[CH:27][C:26]([F:29])=[CH:25][CH:24]=2)[CH:10]=1.[OH:30][CH2:31][C:32]1[CH:37]=[CH:36][C:35](B(O)O)=[CH:34][CH:33]=1.C(=O)([O-])O.[Na+]. Given the product [F:29][C:26]1[CH:27]=[CH:28][C:23]([NH:22][C:11]2[CH:10]=[C:9]([C:35]3[CH:36]=[CH:37][C:32]([CH2:31][OH:30])=[CH:33][CH:34]=3)[CH:21]=[CH:20][C:12]=2[C:13]([O:15][C:16]([CH3:19])([CH3:18])[CH3:17])=[O:14])=[CH:24][CH:25]=1, predict the reactants needed to synthesize it. (8) Given the product [CH3:38][S:39]([OH:42])(=[O:41])=[O:40].[Cl:32][C:29]1[S:28][C:27]([C:25]([NH:24][C:19]2[CH:20]=[N:21][CH:22]=[CH:23][C:18]=2[C:17]([NH:16][C:13]2[CH:14]=[CH:15][C:10]([N:9]3[CH2:8][CH2:7][O:6][C:34]3=[NH:35])=[CH:11][CH:12]=2)=[O:33])=[O:26])=[CH:31][CH:30]=1, predict the reactants needed to synthesize it. The reactants are: C([Si](C)(C)[O:6][CH2:7][CH2:8][N:9]([C:34]#[N:35])[C:10]1[CH:15]=[CH:14][C:13]([NH:16][C:17](=[O:33])[C:18]2[CH:23]=[CH:22][N:21]=[CH:20][C:19]=2[NH:24][C:25]([C:27]2[S:28][C:29]([Cl:32])=[CH:30][CH:31]=2)=[O:26])=[CH:12][CH:11]=1)(C)(C)C.[CH3:38][S:39]([OH:42])(=[O:41])=[O:40].